Predict the reactants needed to synthesize the given product. From a dataset of Full USPTO retrosynthesis dataset with 1.9M reactions from patents (1976-2016). (1) Given the product [Br:1][C:2]1[CH:3]=[C:4]([C:9]([C:10]#[N:11])([CH3:13])[CH3:12])[CH:5]=[C:6]([F:8])[C:7]=1[C:27]([NH:26][C:22]([CH3:25])([CH3:24])[CH3:23])=[O:28], predict the reactants needed to synthesize it. The reactants are: [Br:1][C:2]1[CH:3]=[C:4]([C:9]([CH3:13])([CH3:12])[C:10]#[N:11])[CH:5]=[C:6]([F:8])[CH:7]=1.C([N-]C(C)C)(C)C.[Li+].[C:22]([N:26]=[C:27]=[O:28])([CH3:25])([CH3:24])[CH3:23]. (2) Given the product [F:4][C:5]1[C:13]([N+:14]([O-:16])=[O:15])=[CH:12][CH:11]=[CH:10][C:6]=1[C:7]([NH:3][CH3:2])=[O:8], predict the reactants needed to synthesize it. The reactants are: Cl.[CH3:2][NH2:3].[F:4][C:5]1[C:13]([N+:14]([O-:16])=[O:15])=[CH:12][CH:11]=[CH:10][C:6]=1[C:7](Cl)=[O:8]. (3) The reactants are: [F:1][C:2]1[CH:3]=[C:4]([C:24]2[CH:29]=[C:28]([NH:30][C:31]3[CH:36]=[CH:35][C:34]([N:37]4[CH2:42][CH2:41][N:40]([CH3:43])[CH2:39][CH2:38]4)=[CH:33][N:32]=3)[C:27](=[O:44])[N:26]([CH3:45])[CH:25]=2)[C:5]([CH2:22][OH:23])=[C:6]([N:8]2[CH2:20][CH2:19][N:11]3[C:12]4[CH2:13][CH2:14][CH2:15][CH2:16][C:17]=4[CH:18]=[C:10]3[C:9]2=[O:21])[CH:7]=1.[C:46]([O-])([O-])=O.[K+].[K+].IC. Given the product [F:1][C:2]1[CH:3]=[C:4]([C:24]2[CH:29]=[C:28]([NH:30][C:31]3[CH:36]=[CH:35][C:34]([N:37]4[CH2:38][CH2:39][N:40]([CH3:43])[CH2:41][CH2:42]4)=[CH:33][N:32]=3)[C:27](=[O:44])[N:26]([CH3:45])[CH:25]=2)[C:5]([CH2:22][O:23][CH3:46])=[C:6]([N:8]2[CH2:20][CH2:19][N:11]3[C:12]4[CH2:13][CH2:14][CH2:15][CH2:16][C:17]=4[CH:18]=[C:10]3[C:9]2=[O:21])[CH:7]=1, predict the reactants needed to synthesize it.